From a dataset of Full USPTO retrosynthesis dataset with 1.9M reactions from patents (1976-2016). Predict the reactants needed to synthesize the given product. (1) Given the product [Cl:14][C:12]1[S:11][C:9]2[NH:10][C:6]([C:4]([N:15]3[CH2:20][CH2:19][NH:18][CH2:17][CH2:16]3)=[O:5])=[CH:7][C:8]=2[CH:13]=1, predict the reactants needed to synthesize it. The reactants are: C(O[C:4]([C:6]1[NH:10][C:9]2[S:11][C:12]([Cl:14])=[CH:13][C:8]=2[CH:7]=1)=[O:5])C.[NH:15]1[CH2:20][CH2:19][NH:18][CH2:17][CH2:16]1. (2) Given the product [C:1]([CH:5]1[CH2:10][CH2:9][C:8]([C:16]2[CH:17]=[CH:18][C:13]([NH2:12])=[CH:14][CH:15]=2)=[CH:7][CH2:6]1)([CH3:4])([CH3:3])[CH3:2], predict the reactants needed to synthesize it. The reactants are: [C:1]([CH:5]1[CH2:10][CH2:9][C:8](=O)[CH2:7][CH2:6]1)([CH3:4])([CH3:3])[CH3:2].[NH2:12][C:13]1[CH:18]=[CH:17][CH:16]=[CH:15][CH:14]=1. (3) The reactants are: [N+:1]([O-:4])([OH:3])=[O:2].O.O.O.O.O.O.O.O.O.[N+:14]([O-:17])([O-:16])=[O:15].[Al+3:18].[N+:19]([O-:22])([O-:21])=[O:20].[N+]([O-])([O-])=O. Given the product [N+:1]([O-:4])([O-:3])=[O:2].[Al+3:18].[N+:14]([O-:17])([O-:16])=[O:15].[N+:19]([O-:22])([O-:21])=[O:20], predict the reactants needed to synthesize it. (4) Given the product [CH3:3][C:4]1[CH:25]=[CH:24][CH:23]=[CH:22][C:5]=1[C:6]([NH:8][C@H:9]1[C:17]2[C:12](=[CH:13][CH:14]=[C:15]([C:18]([OH:20])=[O:19])[CH:16]=2)[CH2:11][CH2:10]1)=[O:7], predict the reactants needed to synthesize it. The reactants are: [OH-].[K+].[CH3:3][C:4]1[CH:25]=[CH:24][CH:23]=[CH:22][C:5]=1[C:6]([NH:8][C@H:9]1[C:17]2[C:12](=[CH:13][CH:14]=[C:15]([C:18]([O:20]C)=[O:19])[CH:16]=2)[CH2:11][CH2:10]1)=[O:7].